Dataset: Forward reaction prediction with 1.9M reactions from USPTO patents (1976-2016). Task: Predict the product of the given reaction. Given the reactants [CH2:1]([C:9]1[CH:15]=[CH:14][C:12](N)=[CH:11][CH:10]=1)[CH2:2][CH2:3][CH2:4][CH2:5][CH2:6][CH2:7][CH3:8].Cl.N([O-])=O.[Na+].[I-:21].[K+].S([O-])([O-])(=O)=S.[Na+].[Na+], predict the reaction product. The product is: [I:21][C:12]1[CH:14]=[CH:15][C:9]([CH2:1][CH2:2][CH2:3][CH2:4][CH2:5][CH2:6][CH2:7][CH3:8])=[CH:10][CH:11]=1.